Dataset: Reaction yield outcomes from USPTO patents with 853,638 reactions. Task: Predict the reaction yield, written as a fraction of the theoretical maximum amount of product (1.0 means a 100% yield; for example, 0.34 means a 34% yield). (1) The reactants are [CH2:1]([N:8]1[CH2:12][CH:11]([C:13]2[S:14][CH:15]=[C:16]([Br:18])[CH:17]=2)[CH:10]([C:19]([OH:21])=O)[CH2:9]1)[C:2]1[CH:7]=[CH:6][CH:5]=[CH:4][CH:3]=1.C(Cl)(=O)C([Cl:25])=O. The catalyst is C(Cl)Cl.CN(C=O)C. The product is [CH2:1]([N:8]1[CH2:12][CH:11]([C:13]2[S:14][CH:15]=[C:16]([Br:18])[CH:17]=2)[CH:10]([C:19]([Cl:25])=[O:21])[CH2:9]1)[C:2]1[CH:7]=[CH:6][CH:5]=[CH:4][CH:3]=1. The yield is 1.00. (2) The reactants are O[Li].O.SCC(O)=O.[CH2:9]([O:16][N:17]([C@H:30]1[CH2:35][N:34]([C:36]([O:38][C:39]([CH3:42])([CH3:41])[CH3:40])=[O:37])[C@H:33]([C:43]([O:45][CH2:46][CH3:47])=[O:44])[CH2:32][CH2:31]1)S(C1C=CC=CC=1[N+]([O-])=O)(=O)=O)[C:10]1[CH:15]=[CH:14][CH:13]=[CH:12][CH:11]=1. The catalyst is CN(C=O)C.O. The product is [CH2:9]([O:16][NH:17][C@H:30]1[CH2:35][N:34]([C:36]([O:38][C:39]([CH3:41])([CH3:42])[CH3:40])=[O:37])[C@H:33]([C:43]([O:45][CH2:46][CH3:47])=[O:44])[CH2:32][CH2:31]1)[C:10]1[CH:15]=[CH:14][CH:13]=[CH:12][CH:11]=1. The yield is 0.850. (3) The reactants are I[C:2]1[CH:7]=[CH:6][C:5]([O:8][C:9]([F:12])([F:11])[F:10])=[C:4]([CH3:13])[CH:3]=1.Br[C:15]([F:22])([F:21])[C:16]([O:18][CH2:19][CH3:20])=[O:17].[Cl-].[NH4+]. The catalyst is CS(C)=O.[Cu]. The product is [F:21][C:15]([F:22])([C:2]1[CH:7]=[CH:6][C:5]([O:8][C:9]([F:12])([F:11])[F:10])=[C:4]([CH3:13])[CH:3]=1)[C:16]([O:18][CH2:19][CH3:20])=[O:17]. The yield is 0.700. (4) The reactants are S(S([O-])=O)([O-])=O.[Na+].[Na+].[Br:9][C:10]1[C:15]([OH:16])=[C:14]([N+:17]([O-])=O)[CH:13]=[C:12]([F:20])[CH:11]=1. The catalyst is O.C(O)C. The product is [NH2:17][C:14]1[CH:13]=[C:12]([F:20])[CH:11]=[C:10]([Br:9])[C:15]=1[OH:16]. The yield is 0.490. (5) The reactants are Br[C:2]1[C:3]([C:9]#[N:10])=[N:4][CH:5]=[C:6]([CH3:8])[CH:7]=1.C([O-])([O-])=O.[K+].[K+].[N:17]1[NH:18][N:19]=[CH:20][CH:21]=1. The catalyst is CN(C=O)C. The product is [CH3:8][C:6]1[CH:7]=[C:2]([N:18]2[N:19]=[CH:20][CH:21]=[N:17]2)[C:3]([C:9]#[N:10])=[N:4][CH:5]=1.[CH3:8][C:6]1[CH:7]=[C:2]([N:17]2[CH:21]=[CH:20][N:19]=[N:18]2)[C:3]([C:9]#[N:10])=[N:4][CH:5]=1. The yield is 0.350. (6) The reactants are S(Cl)([Cl:3])=O.[CH3:5][O:6][C:7]1[CH:8]=[C:9]2[C:14](=[CH:15][C:16]=1[O:17][CH3:18])[N:13]=[CH:12][NH:11][C:10]2=O. The catalyst is CN(C)C=O. The product is [Cl:3][C:10]1[C:9]2[C:14](=[CH:15][C:16]([O:17][CH3:18])=[C:7]([O:6][CH3:5])[CH:8]=2)[N:13]=[CH:12][N:11]=1. The yield is 0.963.